From a dataset of Full USPTO retrosynthesis dataset with 1.9M reactions from patents (1976-2016). Predict the reactants needed to synthesize the given product. (1) The reactants are: [F:1][C:2]([F:11])([F:10])[C:3]1[CH:8]=[CH:7][C:6]([OH:9])=[CH:5][CH:4]=1.[Na+].[I-:13].CC1C=CC(S(NCl)(=O)=O)=CC=1.Cl. Given the product [I:13][C:5]1[CH:4]=[C:3]([C:2]([F:10])([F:11])[F:1])[CH:8]=[CH:7][C:6]=1[OH:9], predict the reactants needed to synthesize it. (2) Given the product [NH2:24][CH2:23][CH2:22][N:10]1[C:11]2[CH:12]=[CH:13][C:14]3[C:20](=[O:21])[CH2:19][CH2:18][C:15]=3[C:16]=2[C:17]2[C:5]3[CH2:4][CH2:3][C:2](=[O:1])[C:6]=3[CH:7]=[CH:8][C:9]1=2, predict the reactants needed to synthesize it. The reactants are: [O:1]=[C:2]1[C:6]2[CH:7]=[CH:8][C:9]3[N:10]([CH2:22][CH2:23][NH:24]S(C4C=CC=CC=4[N+]([O-])=O)(=O)=O)[C:11]4[CH:12]=[CH:13][C:14]5[C:20](=[O:21])[CH2:19][CH2:18][C:15]=5[C:16]=4[C:17]=3[C:5]=2[CH2:4][CH2:3]1.C([O-])([O-])=O.[Cs+].[Cs+].C1(S)C=CC=CC=1.C([O-])(O)=O.[Na+].